This data is from P-glycoprotein inhibition data for predicting drug efflux from Broccatelli et al.. The task is: Regression/Classification. Given a drug SMILES string, predict its absorption, distribution, metabolism, or excretion properties. Task type varies by dataset: regression for continuous measurements (e.g., permeability, clearance, half-life) or binary classification for categorical outcomes (e.g., BBB penetration, CYP inhibition). Dataset: pgp_broccatelli. The compound is COc1ccccc1N1CCN(C[C@@H](O)COc2ccccc2C(=O)CCc2ccccc2)CC1. The result is 1 (inhibitor).